Dataset: Peptide-MHC class I binding affinity with 185,985 pairs from IEDB/IMGT. Task: Regression. Given a peptide amino acid sequence and an MHC pseudo amino acid sequence, predict their binding affinity value. This is MHC class I binding data. (1) The peptide sequence is YFRNSGMTY. The MHC is HLA-A11:01 with pseudo-sequence HLA-A11:01. The binding affinity (normalized) is 0.0847. (2) The peptide sequence is FLMRNAIQY. The MHC is HLA-A02:03 with pseudo-sequence HLA-A02:03. The binding affinity (normalized) is 0.361. (3) The peptide sequence is YCNYTKFWY. The MHC is HLA-A26:01 with pseudo-sequence HLA-A26:01. The binding affinity (normalized) is 0. (4) The peptide sequence is ELRLLIHQSL. The MHC is HLA-A68:02 with pseudo-sequence HLA-A68:02. The binding affinity (normalized) is 0.350. (5) The peptide sequence is VVKKLSVIR. The MHC is HLA-A02:06 with pseudo-sequence HLA-A02:06. The binding affinity (normalized) is 0.0269.